Dataset: Catalyst prediction with 721,799 reactions and 888 catalyst types from USPTO. Task: Predict which catalyst facilitates the given reaction. Reactant: [S:1]1[C:5]2=[N:6][CH:7]=[CH:8][CH:9]=[C:4]2[C:3](=[O:10])[NH:2]1.C(N(CC)CC)C.[N:18]1([C:24](Cl)=[O:25])[CH2:23][CH2:22][O:21][CH2:20][CH2:19]1. Product: [N:18]1([C:24]([N:2]2[C:3](=[O:10])[C:4]3[C:5](=[N:6][CH:7]=[CH:8][CH:9]=3)[S:1]2)=[O:25])[CH2:23][CH2:22][O:21][CH2:20][CH2:19]1. The catalyst class is: 10.